From a dataset of Full USPTO retrosynthesis dataset with 1.9M reactions from patents (1976-2016). Predict the reactants needed to synthesize the given product. (1) Given the product [CH2:1]([O:3][C:4]([C:6]1[S:17][C:9]2[N:10]=[C:11]([S:15][CH3:16])[N:12]=[C:13]([C:22]3[CH:23]=[CH:24][C:19]([Cl:18])=[CH:20][CH:21]=3)[C:8]=2[CH:7]=1)=[O:5])[CH3:2], predict the reactants needed to synthesize it. The reactants are: [CH2:1]([O:3][C:4]([C:6]1[S:17][C:9]2[N:10]=[C:11]([S:15][CH3:16])[N:12]=[C:13](Cl)[C:8]=2[CH:7]=1)=[O:5])[CH3:2].[Cl:18][C:19]1[CH:24]=[CH:23][C:22](B(O)O)=[CH:21][CH:20]=1.[O-]P([O-])([O-])=O.[K+].[K+].[K+]. (2) Given the product [CH2:1]([O:8][C:9]1[CH:33]=[CH:32][C:12]([O:13][CH:14]2[CH2:19][CH2:18][N:17]([C:20]([NH:22][C:23]3[CH:35]=[CH:34][CH:29]=[C:25]([C:26]([N:51]4[CH2:45][CH2:46][CH2:47][CH2:48][CH2:49]4)=[O:28])[CH:24]=3)=[O:21])[CH2:16][CH2:15]2)=[CH:11][CH:10]=1)[C:2]1[CH:7]=[CH:6][CH:5]=[CH:4][CH:3]=1, predict the reactants needed to synthesize it. The reactants are: [CH2:1]([O:8][C:9]1[CH:33]=[CH:32][C:12]([O:13][CH:14]2[CH2:19][CH2:18][N:17]([C:20]([NH:22][C:23]3[CH:24]=[C:25]([CH:29]=CC=3)[C:26]([OH:28])=O)=[O:21])[CH2:16][CH2:15]2)=[CH:11][CH:10]=1)[C:2]1[CH:7]=[CH:6][CH:5]=[CH:4][CH:3]=1.[CH3:34][CH2:35]N=C=NCCCN(C)C.[CH:45]1[CH:46]=[CH:47][C:48]2N(O)N=[N:51][C:49]=2C=1.N1CCCCC1.C(=O)([O-])O.[Na+].